From a dataset of Forward reaction prediction with 1.9M reactions from USPTO patents (1976-2016). Predict the product of the given reaction. (1) Given the reactants [N+](C1C=CC(B(O)O)=CC=1)([O-])=O.C1(N2C3=NC=NC(N)=C3C(I)=N2)CCCC1.C(=O)([O-])[O-].[Na+].[Na+].[CH:35]1([N:40]2[C:44]3=[N:45][CH:46]=[N:47][C:48]([NH2:49])=[C:43]3[C:42]([C:50]3[CH:55]=[CH:54][C:53]([N+:56]([O-])=O)=[CH:52][CH:51]=3)=[N:41]2)[CH2:39][CH2:38][CH2:37][CH2:36]1, predict the reaction product. The product is: [NH2:56][C:53]1[CH:54]=[CH:55][C:50]([C:42]2[C:43]3[C:44](=[N:45][CH:46]=[N:47][C:48]=3[NH2:49])[N:40]([CH:35]3[CH2:39][CH2:38][CH2:37][CH2:36]3)[N:41]=2)=[CH:51][CH:52]=1. (2) Given the reactants [OH:1][C:2]1[CH:9]=[CH:8][C:7]([C:10]([CH3:14])([CH2:12][CH3:13])[CH3:11])=[CH:6][C:3]=1[CH:4]=[O:5].[OH:15]C1C=CC(C(F)(F)F)=CC=1C=O, predict the reaction product. The product is: [OH:1][C:2]1[CH:9]=[CH:8][C:7]([C:10]([CH3:14])([CH2:12][CH3:13])[CH3:11])=[CH:6][C:3]=1[C:4]([OH:15])=[O:5]. (3) Given the reactants [CH:1]1([CH2:4][C@H:5]([NH:12][C:13]([C@@H:15]2[CH2:18][CH2:17][N:16]2[C:19]([O:21][C:22]([CH3:25])([CH3:24])[CH3:23])=[O:20])=[O:14])/[CH:6]=[CH:7]/[C:8]([O:10]C)=[O:9])[CH2:3][CH2:2]1.CO.[Li+].[OH-], predict the reaction product. The product is: [CH:1]1([CH2:4][C@H:5]([NH:12][C:13]([C@@H:15]2[CH2:18][CH2:17][N:16]2[C:19]([O:21][C:22]([CH3:25])([CH3:24])[CH3:23])=[O:20])=[O:14])/[CH:6]=[CH:7]/[C:8]([OH:10])=[O:9])[CH2:3][CH2:2]1.